This data is from Reaction yield outcomes from USPTO patents with 853,638 reactions. The task is: Predict the reaction yield, written as a fraction of the theoretical maximum amount of product (1.0 means a 100% yield; for example, 0.34 means a 34% yield). (1) The reactants are [Cl:1][C:2]1[CH:3]=[CH:4][C:5]([C:31]([O:33][CH2:34][CH3:35])=[O:32])=[C:6]([CH:30]=1)[O:7][C@H:8]1[CH2:17][CH2:16][C@@H:15]2[C@H:10]([CH2:11][C@@H:12]([C:25]([O:27][CH2:28][CH3:29])=[O:26])[N:13](C(OC(C)(C)C)=O)[CH2:14]2)[CH2:9]1.Cl. The catalyst is C(OCC)(=O)C. The product is [ClH:1].[Cl:1][C:2]1[CH:3]=[CH:4][C:5]([C:31]([O:33][CH2:34][CH3:35])=[O:32])=[C:6]([CH:30]=1)[O:7][C@H:8]1[CH2:17][CH2:16][C@@H:15]2[C@H:10]([CH2:11][C@@H:12]([C:25]([O:27][CH2:28][CH3:29])=[O:26])[NH:13][CH2:14]2)[CH2:9]1. The yield is 0.930. (2) The reactants are [N:1]1([C@H:7]2[CH2:10][C@H:9]([O:11][C:12]3[CH:17]=[CH:16][C:15]([C:18]4[S:19][C:20]5[CH:25]=[CH:24][N:23]=[CH:22][C:21]=5[N:26]=4)=[CH:14][CH:13]=3)[CH2:8]2)[CH2:6][CH2:5][CH2:4][CH2:3][CH2:2]1.C([BH-](CC)CC)C.[Li+].Cl.C(OCC)(=O)C. The catalyst is O1CCCC1. The product is [N:1]1([C@H:7]2[CH2:10][C@H:9]([O:11][C:12]3[CH:17]=[CH:16][C:15]([C:18]4[S:19][C:20]5[CH2:25][CH2:24][NH:23][CH2:22][C:21]=5[N:26]=4)=[CH:14][CH:13]=3)[CH2:8]2)[CH2:6][CH2:5][CH2:4][CH2:3][CH2:2]1. The yield is 0.430. (3) The reactants are [O:1]1[C:5]2[CH:6]=[CH:7][CH:8]=[CH:9][C:4]=2[CH:3]=[C:2]1[C:10]1[CH:44]=[CH:43][C:13]([C:14]([NH:16][S:17]([C:20]2[CH:25]=[CH:24][C:23]([CH2:26][O:27][Si](C(C)(C)C)(C)C)=[CH:22][C:21]=2[S:35](=[O:42])(=[O:41])[NH:36]C(C)(C)C)(=[O:19])=[O:18])=[O:15])=[CH:12][CH:11]=1.FC(F)(F)C(O)=O. No catalyst specified. The product is [O:1]1[C:5]2[CH:6]=[CH:7][CH:8]=[CH:9][C:4]=2[CH:3]=[C:2]1[C:10]1[CH:11]=[CH:12][C:13]([C:14]([NH:16][S:17]([C:20]2[CH:25]=[CH:24][C:23]([CH2:26][OH:27])=[CH:22][C:21]=2[S:35](=[O:42])(=[O:41])[NH2:36])(=[O:18])=[O:19])=[O:15])=[CH:43][CH:44]=1. The yield is 0.760. (4) The reactants are C(Cl)(=O)C(Cl)=O.CS(C)=O.[CH3:11][O:12][CH2:13][CH2:14]O.C(N(CC)CC)C.[CH3:23][O:24][C:25](=[O:37])[C:26]1[C:27](=[C:32]([NH2:36])[CH:33]=[CH:34][CH:35]=1)[C:28]([O:30][CH3:31])=[O:29].C(O)(=O)C.C(O[BH-](OC(=O)C)OC(=O)C)(=O)C.[Na+]. The catalyst is C(Cl)Cl. The product is [CH3:23][O:24][C:25](=[O:37])[C:26]1[C:27](=[C:32]([NH:36][CH2:14][CH2:13][O:12][CH3:11])[CH:33]=[CH:34][CH:35]=1)[C:28]([O:30][CH3:31])=[O:29]. The yield is 0.840. (5) The reactants are [F:1][C:2]1[CH:3]=[C:4]([CH:14]=[CH:15][CH:16]=1)[CH2:5][C:6]1[O:10][N:9]=[C:8]([C:11]([OH:13])=O)[CH:7]=1.[CH3:17][O:18][C:19]1[CH:27]=[C:26]2[C:22]([C:23]([CH2:28][CH2:29][NH2:30])=[CH:24][NH:25]2)=[CH:21][CH:20]=1.CN(C(ON1N=NC2C=CC=NC1=2)=[N+](C)C)C.F[P-](F)(F)(F)(F)F.C(N(CC)C(C)C)(C)C. The catalyst is CN(C=O)C. The product is [F:1][C:2]1[CH:3]=[C:4]([CH:14]=[CH:15][CH:16]=1)[CH2:5][C:6]1[O:10][N:9]=[C:8]([C:11]([NH:30][CH2:29][CH2:28][C:23]2[C:22]3[C:26](=[CH:27][C:19]([O:18][CH3:17])=[CH:20][CH:21]=3)[NH:25][CH:24]=2)=[O:13])[CH:7]=1. The yield is 0.380. (6) The reactants are [Cl-].O[NH3+:3].[C:4](=[O:7])([O-])[OH:5].[Na+].CS(C)=O.[F:13][C:14]1[CH:15]=[C:16]([C:44]2[C:45]([C:50]#[N:51])=[CH:46][CH:47]=[CH:48][CH:49]=2)[CH:17]=[CH:18][C:19]=1[CH2:20][C:21]1[C:22](=[O:43])[N:23]([C@H:33]2[CH2:36][C@H:35]([O:37][CH2:38][C:39]([OH:42])([CH3:41])[CH3:40])[CH2:34]2)[C:24]2[N:25]([N:30]=[CH:31][N:32]=2)[C:26]=1[CH2:27][CH2:28][CH3:29]. The catalyst is O.C(OCC)(=O)C. The product is [F:13][C:14]1[CH:15]=[C:16]([C:44]2[CH:49]=[CH:48][CH:47]=[CH:46][C:45]=2[C:50]2[NH:3][C:4](=[O:7])[O:5][N:51]=2)[CH:17]=[CH:18][C:19]=1[CH2:20][C:21]1[C:22](=[O:43])[N:23]([C@H:33]2[CH2:36][C@H:35]([O:37][CH2:38][C:39]([OH:42])([CH3:40])[CH3:41])[CH2:34]2)[C:24]2[N:25]([N:30]=[CH:31][N:32]=2)[C:26]=1[CH2:27][CH2:28][CH3:29]. The yield is 0.730. (7) The reactants are [CH:1]([C:4]1[CH:9]=[CH:8][C:7]([NH:10]C(=O)C)=[C:6]([N+:14]([O-:16])=[O:15])[CH:5]=1)([CH3:3])[CH3:2].O.[OH-].[K+]. The catalyst is CO. The product is [CH:1]([C:4]1[CH:9]=[CH:8][C:7]([NH2:10])=[C:6]([N+:14]([O-:16])=[O:15])[CH:5]=1)([CH3:3])[CH3:2]. The yield is 0.650. (8) The catalyst is CC(=O)CC. The product is [N+:11]([C:9]1[CH:8]=[C:4]([CH:3]=[C:2]([NH:1][CH2:21][CH2:22][CH3:23])[CH:10]=1)[C:5]([OH:7])=[O:6])([O-:13])=[O:12]. The reactants are [NH2:1][C:2]1[CH:3]=[C:4]([CH:8]=[C:9]([N+:11]([O-:13])=[O:12])[CH:10]=1)[C:5]([OH:7])=[O:6].C(=O)([O-])[O-].[K+].[K+].Br[CH2:21][CH2:22][CH3:23]. The yield is 0.580.